The task is: Predict the product of the given reaction.. This data is from Forward reaction prediction with 1.9M reactions from USPTO patents (1976-2016). Given the reactants Br[C:2]1[CH:3]=[CH:4][C:5]([NH:12][S:13]([C:16]2[CH:21]=[CH:20][CH:19]=[CH:18][CH:17]=2)(=[O:15])=[O:14])=[C:6]([CH:11]=1)[C:7]([O:9]C)=[O:8].[Br-].[CH2:23]([Zn+])[CH:24]([CH3:26])[CH3:25].[OH-].[Na+].CO, predict the reaction product. The product is: [CH2:23]([C:2]1[CH:3]=[CH:4][C:5]([NH:12][S:13]([C:16]2[CH:21]=[CH:20][CH:19]=[CH:18][CH:17]=2)(=[O:15])=[O:14])=[C:6]([CH:11]=1)[C:7]([OH:9])=[O:8])[CH:24]([CH3:26])[CH3:25].